From a dataset of Retrosynthesis with 50K atom-mapped reactions and 10 reaction types from USPTO. Predict the reactants needed to synthesize the given product. Given the product NC(=O)c1ccc(Oc2ccc(CNCCc3cccnc3)cc2Cl)cn1, predict the reactants needed to synthesize it. The reactants are: NC(=O)c1ccc(Oc2ccc(C=O)cc2Cl)cn1.NCCc1cccnc1.